Dataset: Peptide-MHC class II binding affinity with 134,281 pairs from IEDB. Task: Regression. Given a peptide amino acid sequence and an MHC pseudo amino acid sequence, predict their binding affinity value. This is MHC class II binding data. (1) The peptide sequence is KFIPALEAAVKQAYAATVAT. The MHC is HLA-DPA10201-DPB10501 with pseudo-sequence HLA-DPA10201-DPB10501. The binding affinity (normalized) is 0.896. (2) The peptide sequence is KSVVVLNRKTFEREY. The MHC is HLA-DQA10501-DQB10402 with pseudo-sequence HLA-DQA10501-DQB10402. The binding affinity (normalized) is 0.306.